From a dataset of Catalyst prediction with 721,799 reactions and 888 catalyst types from USPTO. Predict which catalyst facilitates the given reaction. (1) Reactant: [BrH:1].[F:2][C:3]1[CH:8]=[C:7]([N+:9]([O-:11])=[O:10])[CH:6]=[CH:5][C:4]=1[O:12][CH:13]1[CH2:18][CH2:17][N:16](C(OCC2C=CC=CC=2)=O)[CH2:15][CH2:14]1. Product: [BrH:1].[F:2][C:3]1[CH:8]=[C:7]([N+:9]([O-:11])=[O:10])[CH:6]=[CH:5][C:4]=1[O:12][CH:13]1[CH2:18][CH2:17][NH:16][CH2:15][CH2:14]1. The catalyst class is: 28. (2) Reactant: [N:1]1([CH2:8][C:9]2[CH:18]=[CH:17][C:12]([C:13]([O:15][CH3:16])=[O:14])=[CH:11][CH:10]=2)[CH2:7][CH2:6][CH2:5]CCN1.I[CH2:20][CH2:21][O:22][C:23]1[CH:28]=[CH:27][C:26]([CH2:29][C:30]2[CH:35]=[CH:34][CH:33]=[CH:32][CH:31]=2)=[CH:25][CH:24]=1.[CH2:36]([N:38](CC)CC)[CH3:37].C(=O)(O)[O-].[Na+]. Product: [C:30]1([CH2:29][C:26]2[CH:27]=[CH:28][C:23]([O:22][CH2:21][CH2:20][N:38]3[CH2:5][CH2:6][CH2:7][N:1]([CH2:8][C:9]4[CH:10]=[CH:11][C:12]([C:13]([O:15][CH3:16])=[O:14])=[CH:17][CH:18]=4)[CH2:37][CH2:36]3)=[CH:24][CH:25]=2)[CH:35]=[CH:34][CH:33]=[CH:32][CH:31]=1. The catalyst class is: 1.